This data is from Forward reaction prediction with 1.9M reactions from USPTO patents (1976-2016). The task is: Predict the product of the given reaction. (1) Given the reactants [O:1]1[C:6]2[CH:7]=[CH:8][CH:9]=[CH:10][C:5]=2[NH:4][C:3](=[O:11])[CH2:2]1.[Al+3].[Cl-].[Cl-].[Cl-].[C:16]1([CH2:22][C:23](Cl)=[O:24])[CH:21]=[CH:20][CH:19]=[CH:18][CH:17]=1, predict the reaction product. The product is: [C:16]1([CH2:22][C:23]([C:9]2[CH:8]=[CH:7][C:6]3[O:1][CH2:2][C:3](=[O:11])[NH:4][C:5]=3[CH:10]=2)=[O:24])[CH:21]=[CH:20][CH:19]=[CH:18][CH:17]=1. (2) Given the reactants [CH2:1]([NH:3][C:4]([NH:6][C:7]1[N:12]=[CH:11][C:10]([C:13]2[C:14]([O:23][CH2:24][CH:25]3[CH2:30][CH2:29][O:28][CH2:27][CH2:26]3)=[N:15][CH:16]=[C:17]([C:19]([NH:21][NH2:22])=[O:20])[CH:18]=2)=[C:9]([C:31]2[S:32][CH:33]=[C:34]([C:36]([F:39])([F:38])[F:37])[N:35]=2)[CH:8]=1)=[O:5])[CH3:2].[C:40](Cl)(Cl)=[O:41], predict the reaction product. The product is: [CH2:1]([NH:3][C:4]([NH:6][C:7]1[N:12]=[CH:11][C:10]([C:13]2[C:14]([O:23][CH2:24][CH:25]3[CH2:26][CH2:27][O:28][CH2:29][CH2:30]3)=[N:15][CH:16]=[C:17]([C:19]3[O:20][C:40](=[O:41])[NH:22][N:21]=3)[CH:18]=2)=[C:9]([C:31]2[S:32][CH:33]=[C:34]([C:36]([F:38])([F:39])[F:37])[N:35]=2)[CH:8]=1)=[O:5])[CH3:2]. (3) Given the reactants C(OC(=O)[NH:7][C:8]1[CH:13]=[CH:12][C:11]([NH:14][C:15]2[CH:20]=[C:19]([Cl:21])[N:18]=[CH:17][N:16]=2)=[CH:10][CH:9]=1)(C)(C)C.C(OC(=O)N)(C)(C)C.Cl, predict the reaction product. The product is: [Cl:21][C:19]1[N:18]=[CH:17][N:16]=[C:15]([NH:14][C:11]2[CH:12]=[CH:13][C:8]([NH2:7])=[CH:9][CH:10]=2)[CH:20]=1. (4) Given the reactants [Cl:1][C:2]1[CH:7]=[CH:6][C:5]([N:8]2[C:13]([CH3:14])=[CH:12][CH:11]=[C:10]([C:15]([O:17]CC)=[O:16])[C:9]2=[O:20])=[CH:4][CH:3]=1.Cl, predict the reaction product. The product is: [Cl:1][C:2]1[CH:7]=[CH:6][C:5]([N:8]2[C:13]([CH3:14])=[CH:12][CH:11]=[C:10]([C:15]([OH:17])=[O:16])[C:9]2=[O:20])=[CH:4][CH:3]=1.